From a dataset of Reaction yield outcomes from USPTO patents with 853,638 reactions. Predict the reaction yield, written as a fraction of the theoretical maximum amount of product (1.0 means a 100% yield; for example, 0.34 means a 34% yield). (1) The reactants are Br[C:2]1[CH:8]=[C:7]([N+:9]([O-:11])=[O:10])[C:5]([NH2:6])=[C:4]([CH3:12])[CH:3]=1.[B:13]1([B:13]2[O:17][C:16]([CH3:19])([CH3:18])[C:15]([CH3:21])([CH3:20])[O:14]2)[O:17][C:16]([CH3:19])([CH3:18])[C:15]([CH3:21])([CH3:20])[O:14]1.C([O-])(=O)C.[K+]. The catalyst is C([O-])(=O)C.[Pd+2].C([O-])(=O)C.CN(C)C=O. The product is [CH3:12][C:4]1[CH:3]=[C:2]([B:13]2[O:17][C:16]([CH3:19])([CH3:18])[C:15]([CH3:21])([CH3:20])[O:14]2)[CH:8]=[C:7]([N+:9]([O-:11])=[O:10])[C:5]=1[NH2:6]. The yield is 0.880. (2) The reactants are [F:1][C:2]1[CH:10]=[C:9]([F:11])[CH:8]=[CH:7][C:3]=1[C:4]([OH:6])=[O:5].[I:12]N1C(=O)CCC1=O.S([O-])([O-])=O.[Na+].[Na+]. The catalyst is S(=O)(=O)(O)O. The product is [F:1][C:2]1[CH:10]=[C:9]([F:11])[C:8]([I:12])=[CH:7][C:3]=1[C:4]([OH:6])=[O:5]. The yield is 0.730. (3) The reactants are [C:1]([C:5]1[CH:10]=[C:9]([Br:11])[C:8]([N+:12]([O-:14])=[O:13])=[CH:7][C:6]=1[OH:15])([CH3:4])([CH3:3])[CH3:2].[C:16]([O-])([O-])=O.[Cs+].[Cs+].CI. The catalyst is CN(C=O)C.O. The product is [C:1]([C:5]1[CH:10]=[C:9]([Br:11])[C:8]([N+:12]([O-:14])=[O:13])=[CH:7][C:6]=1[O:15][CH3:16])([CH3:4])([CH3:2])[CH3:3]. The yield is 0.690. (4) The reactants are C[O:2][C:3](=[O:37])[CH2:4][CH2:5][CH:6]1[CH:13]2[CH:9]([O:10][CH:11]([CH:14]=[CH:15][C:16]3[CH:21]=[CH:20][CH:19]=[CH:18][CH:17]=3)[O:12]2)[CH:8]([N:22]2[CH:30]=[N:29][C:28]3[C:23]2=[N:24][CH:25]=[N:26][C:27]=3[NH:31][C:32]([NH:34][CH2:35][CH3:36])=[O:33])[O:7]1.O.[OH-].[Li+].C(O)(=O)C. The catalyst is O1CCCC1. The product is [CH2:35]([NH:34][C:32](=[O:33])[NH:31][C:27]1[N:26]=[CH:25][N:24]=[C:23]2[C:28]=1[N:29]=[CH:30][N:22]2[CH:8]1[CH:9]2[O:10][CH:11]([CH:14]=[CH:15][C:16]3[CH:21]=[CH:20][CH:19]=[CH:18][CH:17]=3)[O:12][CH:13]2[CH:6]([CH2:5][CH2:4][C:3]([OH:37])=[O:2])[O:7]1)[CH3:36]. The yield is 0.800. (5) The reactants are [NH2:1][C:2]1[CH:7]=[C:6]([Br:8])[C:5]([CH3:9])=[CH:4][C:3]=1[OH:10].C(N(CC)CC)C.Cl[CH2:19][C:20](Cl)=[O:21].[H-].[Na+]. The catalyst is C1COCC1. The product is [Br:8][C:6]1[C:5]([CH3:9])=[CH:4][C:3]2[O:10][CH2:19][C:20](=[O:21])[NH:1][C:2]=2[CH:7]=1. The yield is 0.730. (6) The reactants are [C:1]([O:5][C:6]([N:8]1[CH:13]2[CH2:14][CH2:15][CH:9]1[CH2:10][C:11](=[O:16])[CH2:12]2)=[O:7])([CH3:4])([CH3:3])[CH3:2].[C:17]([Mg]Br)#[CH:18]. The catalyst is O1CCCC1. The product is [C:1]([O:5][C:6]([N:8]1[CH:13]2[CH2:14][CH2:15][CH:9]1[CH2:10][C:11]([C:17]#[CH:18])([OH:16])[CH2:12]2)=[O:7])([CH3:4])([CH3:2])[CH3:3]. The yield is 0.320. (7) The reactants are [CH2:1]([C:8]([CH2:15][S:16][CH3:17])(C(O)=O)[C:9]([OH:11])=[O:10])[C:2]1[CH:7]=[CH:6][CH:5]=[CH:4][CH:3]=1.C(C(CSC)(C(OCC)=O)C(OCC)=O)C1C=CC=CC=1.CO.Cl. The catalyst is O. The product is [CH3:17][S:16][CH2:15][CH:8]([CH2:1][C:2]1[CH:3]=[CH:4][CH:5]=[CH:6][CH:7]=1)[C:9]([OH:11])=[O:10]. The yield is 0.720.